Task: Predict the reactants needed to synthesize the given product.. Dataset: Full USPTO retrosynthesis dataset with 1.9M reactions from patents (1976-2016) (1) Given the product [ClH:22].[CH3:1][NH:2][CH2:10][C:11]1[NH:15][N:14]=[C:13]([C:16]2[CH:21]=[CH:20][N:19]=[CH:18][CH:17]=2)[N:12]=1, predict the reactants needed to synthesize it. The reactants are: [CH3:1][N:2]([CH2:10][C:11]1[NH:15][N:14]=[C:13]([C:16]2[CH:21]=[CH:20][N:19]=[CH:18][CH:17]=2)[N:12]=1)C(=O)OC(C)(C)C.[ClH:22]. (2) The reactants are: [NH2:1][C:2]1[C:3](=[O:19])[NH:4][C:5](=[S:18])[N:6]([CH2:9][C:10]2[CH:15]=[CH:14][C:13]([O:16][CH3:17])=[CH:12][CH:11]=2)[C:7]=1[NH2:8].[CH:20](O)=O. Given the product [CH3:17][O:16][C:13]1[CH:12]=[CH:11][C:10]([CH2:9][N:6]2[C:7]3[N:8]=[CH:20][NH:1][C:2]=3[C:3](=[O:19])[NH:4][C:5]2=[S:18])=[CH:15][CH:14]=1, predict the reactants needed to synthesize it. (3) The reactants are: [NH2:1][C:2]1[CH:7]=[CH:6][CH:5]=[C:4]([Br:8])[C:3]=1[CH2:9][OH:10].N1C=CN=C1.[CH3:16][C:17]([Si:20](Cl)([CH3:22])[CH3:21])([CH3:19])[CH3:18]. Given the product [Br:8][C:4]1[C:3]([CH2:9][O:10][Si:20]([C:17]([CH3:19])([CH3:18])[CH3:16])([CH3:22])[CH3:21])=[C:2]([CH:7]=[CH:6][CH:5]=1)[NH2:1], predict the reactants needed to synthesize it. (4) Given the product [CH:15]([O:14][CH2:13][CH:10]1[CH2:11][CH2:12][CH:7]([CH2:6][C:21]#[N:22])[CH2:8][CH2:9]1)=[CH2:16], predict the reactants needed to synthesize it. The reactants are: CS(O[CH2:6][CH:7]1[CH2:12][CH2:11][CH:10]([CH2:13][O:14][CH:15]=[CH2:16])[CH2:9][CH2:8]1)(=O)=O.CS(C)=O.[C-:21]#[N:22].[Na+].